From a dataset of Full USPTO retrosynthesis dataset with 1.9M reactions from patents (1976-2016). Predict the reactants needed to synthesize the given product. Given the product [CH:25]1([N:20]2[CH2:19][CH2:18][C:17]3[C:22](=[CH:23][CH:24]=[C:15]([C:13]([N:1]4[CH2:6][CH2:5][O:4][CH2:3][CH2:2]4)=[O:14])[CH:16]=3)[CH2:21]2)[CH2:28][CH2:27][CH2:26][CH2:29]1, predict the reactants needed to synthesize it. The reactants are: [NH:1]1[CH2:6][CH2:5][O:4][CH2:3][CH2:2]1.C(O[C:13]([C:15]1[CH:16]=[C:17]2[C:22](=[CH:23][CH:24]=1)[CH2:21][N:20]([CH:25]1[CH2:28][CH2:27][CH2:26]1)[CH2:19][CH2:18]2)=[O:14])(=O)C(C)C.[CH2:29](Cl)Cl.